Predict the reaction yield, written as a fraction of the theoretical maximum amount of product (1.0 means a 100% yield; for example, 0.34 means a 34% yield). From a dataset of Reaction yield outcomes from USPTO patents with 853,638 reactions. (1) The reactants are [CH3:1][C:2]1[O:3][C:4]([C:7]2[CH:8]=[CH:9][C:10]3[O:14][CH:13]=[C:12]([C:15]4[CH:16]=[N:17][NH:18][CH:19]=4)[C:11]=3[CH:20]=2)=[N:5][N:6]=1.[F:21][C:22]1[CH:29]=[CH:28][CH:27]=[CH:26][C:23]=1[CH2:24]Br. The yield is 0.880. No catalyst specified. The product is [F:21][C:22]1[CH:29]=[CH:28][CH:27]=[CH:26][C:23]=1[CH2:24][N:18]1[CH:19]=[C:15]([C:12]2[C:11]3[CH:20]=[C:7]([C:4]4[O:3][C:2]([CH3:1])=[N:6][N:5]=4)[CH:8]=[CH:9][C:10]=3[O:14][CH:13]=2)[CH:16]=[N:17]1. (2) The reactants are [OH:1][C:2]1[CH:11]=[C:10]([CH2:12][C:13]([OH:15])=[O:14])[CH:9]=[C:8]2[C:3]=1[C@@H:4]1[CH2:21][C:20](=[O:22])[CH2:19][CH2:18][C@H:5]1[C:6]([CH3:17])([CH3:16])[O:7]2.C(=O)(O)[O-].[Na+].Br[CH2:29][CH2:30][CH2:31][CH3:32]. The catalyst is CN(C)C=O. The product is [CH2:29]([O:14][C:13](=[O:15])[CH2:12][C:10]1[CH:9]=[C:8]2[C:3]([C@@H:4]3[CH2:21][C:20](=[O:22])[CH2:19][CH2:18][C@H:5]3[C:6]([CH3:17])([CH3:16])[O:7]2)=[C:2]([OH:1])[CH:11]=1)[CH2:30][CH2:31][CH3:32]. The yield is 0.540.